This data is from Full USPTO retrosynthesis dataset with 1.9M reactions from patents (1976-2016). The task is: Predict the reactants needed to synthesize the given product. (1) Given the product [CH3:8][C:6]1([CH3:7])[C:2]([CH3:16])([CH3:1])[O:3][B:4]([C:9]2[CH:15]=[CH:14][C:12]([NH:13][S:20]([CH:17]3[CH2:19][CH2:18]3)(=[O:22])=[O:21])=[CH:11][CH:10]=2)[O:5]1, predict the reactants needed to synthesize it. The reactants are: [CH3:1][C:2]1([CH3:16])[C:6]([CH3:8])([CH3:7])[O:5][B:4]([C:9]2[CH:15]=[CH:14][C:12]([NH2:13])=[CH:11][CH:10]=2)[O:3]1.[CH:17]1([S:20](Cl)(=[O:22])=[O:21])[CH2:19][CH2:18]1.N1C=CC=CC=1.C(=O)(O)[O-].[Na+]. (2) Given the product [F:13][C:8]1[CH:7]=[C:6]([CH:11]=[C:10]([CH3:12])[CH:9]=1)[C:5]([OH:14])=[O:4], predict the reactants needed to synthesize it. The reactants are: [OH-].[Li+].C[O:4][C:5](=[O:14])[C:6]1[CH:11]=[C:10]([CH3:12])[CH:9]=[C:8]([F:13])[CH:7]=1. (3) Given the product [CH2:13]([O:12][CH:10]([CH3:11])[CH2:9][N:6]1[C:7]2[N:8]=[CH:17][NH:1][C:2]=2[C:3](=[O:16])[NH:4][C:5]1=[S:15])[CH3:14], predict the reactants needed to synthesize it. The reactants are: [NH2:1][C:2]1[C:3](=[O:16])[NH:4][C:5](=[S:15])[N:6]([CH2:9][CH:10]([O:12][CH2:13][CH3:14])[CH3:11])[C:7]=1[NH2:8].[CH:17](O)=O. (4) Given the product [CH2:1]([O:3][C:4](=[O:12])[C:5]1[CH:10]=[CH:9][C:8]([N:11]=[CH:20][C:16]2[CH:17]=[N:18][CH:19]=[C:14]([Br:13])[CH:15]=2)=[CH:7][CH:6]=1)[CH3:2], predict the reactants needed to synthesize it. The reactants are: [CH2:1]([O:3][C:4](=[O:12])[C:5]1[CH:10]=[CH:9][C:8]([NH2:11])=[CH:7][CH:6]=1)[CH3:2].[Br:13][C:14]1[CH:15]=[C:16]([CH:20]=O)[CH:17]=[N:18][CH:19]=1.